From a dataset of Full USPTO retrosynthesis dataset with 1.9M reactions from patents (1976-2016). Predict the reactants needed to synthesize the given product. (1) Given the product [C:1]([C:3]1[CH:11]=[CH:10][C:6]([C:7]([O:9][CH3:13])=[O:8])=[C:5]([F:12])[CH:4]=1)#[N:2], predict the reactants needed to synthesize it. The reactants are: [C:1]([C:3]1[CH:11]=[CH:10][C:6]([C:7]([OH:9])=[O:8])=[C:5]([F:12])[CH:4]=1)#[N:2].[C:13]1(C)C=CC=CC=1.C[Si](C=[N+]=[N-])(C)C.C(OCC)C. (2) Given the product [Cl:17][C:14]1[CH:15]=[CH:16][C:11]([CH2:10][C@H:9]([NH:18][C:19](=[O:25])[O:20][C:21]([CH3:24])([CH3:23])[CH3:22])[CH2:8][CH2:7][N:5]2[CH:6]=[C:2]([C:34]3[CH:43]=[CH:42][C:37]4[NH:38][C:39](=[O:41])[O:40][C:36]=4[CH:35]=3)[CH:3]=[N:4]2)=[CH:12][CH:13]=1, predict the reactants needed to synthesize it. The reactants are: Br[C:2]1[CH:3]=[N:4][N:5]([CH2:7][CH2:8][C@@H:9]([NH:18][C:19](=[O:25])[O:20][C:21]([CH3:24])([CH3:23])[CH3:22])[CH2:10][C:11]2[CH:16]=[CH:15][C:14]([Cl:17])=[CH:13][CH:12]=2)[CH:6]=1.CC1(C)C(C)(C)OB([C:34]2[CH:43]=[CH:42][C:37]3[NH:38][C:39](=[O:41])[O:40][C:36]=3[CH:35]=2)O1.C(=O)([O-])[O-].[Na+].[Na+].C1(P(C2CCCCC2)C2C=CC=CC=2C2C=CC=CC=2C)CCCCC1.